The task is: Regression. Given a peptide amino acid sequence and an MHC pseudo amino acid sequence, predict their binding affinity value. This is MHC class II binding data.. This data is from Peptide-MHC class II binding affinity with 134,281 pairs from IEDB. (1) The peptide sequence is AFKVAATAANAEPAN. The binding affinity (normalized) is 0.538. The MHC is HLA-DPA10103-DPB10301 with pseudo-sequence HLA-DPA10103-DPB10301. (2) The peptide sequence is GSHLVEALYLVCGER. The MHC is DRB5_0101 with pseudo-sequence DRB5_0101. The binding affinity (normalized) is 0.0494. (3) The peptide sequence is KKGGEAMDTISVFLH. The MHC is HLA-DQA10501-DQB10303 with pseudo-sequence HLA-DQA10501-DQB10303. The binding affinity (normalized) is 0.310. (4) The peptide sequence is GTVANGVLQTFMRMA. The MHC is H-2-IAb with pseudo-sequence H-2-IAb. The binding affinity (normalized) is 0.371. (5) The peptide sequence is AFAVAATAANAAPAN. The MHC is DRB1_0701 with pseudo-sequence DRB1_0701. The binding affinity (normalized) is 0.394. (6) The peptide sequence is ILFSYFQDLVITLPF. The MHC is HLA-DQA10301-DQB10302 with pseudo-sequence HLA-DQA10301-DQB10302. The binding affinity (normalized) is 0.365. (7) The peptide sequence is SVGTGNCTTNILEAK. The MHC is DRB3_0101 with pseudo-sequence DRB3_0101. The binding affinity (normalized) is 0.